Dataset: Retrosynthesis with 50K atom-mapped reactions and 10 reaction types from USPTO. Task: Predict the reactants needed to synthesize the given product. Given the product Cn1c(=O)c(N)c(N)n(-c2ccccc2)c1=O, predict the reactants needed to synthesize it. The reactants are: Cn1c(=O)c(N=O)c(N)n(-c2ccccc2)c1=O.